This data is from TCR-epitope binding with 47,182 pairs between 192 epitopes and 23,139 TCRs. The task is: Binary Classification. Given a T-cell receptor sequence (or CDR3 region) and an epitope sequence, predict whether binding occurs between them. (1) The epitope is GLCTLVAML. The TCR CDR3 sequence is CASSASGKGVTGELFF. Result: 1 (the TCR binds to the epitope). (2) The epitope is KLWAQCVQL. The TCR CDR3 sequence is CASSEDAGYTF. Result: 1 (the TCR binds to the epitope). (3) The epitope is LLLGIGILV. The TCR CDR3 sequence is CATSRDFLGDKDYEQYF. Result: 1 (the TCR binds to the epitope). (4) The epitope is FLPRVFSAV. The TCR CDR3 sequence is CASSQSDSGGDIQYF. Result: 1 (the TCR binds to the epitope). (5) The epitope is FRDYVDRFYKTLRAEQASQE. The TCR CDR3 sequence is CASSENRVTTDYPNEKLFF. Result: 1 (the TCR binds to the epitope). (6) The epitope is TLIGDCATV. The TCR CDR3 sequence is CASSLLTSGTPRDNEQFF. Result: 1 (the TCR binds to the epitope). (7) The epitope is RLRAEAQVK. The TCR CDR3 sequence is CASSQAGDSYNEQFF. Result: 0 (the TCR does not bind to the epitope). (8) The epitope is KLGGALQAK. The TCR CDR3 sequence is CASSLLAGAPDTQYF. Result: 1 (the TCR binds to the epitope). (9) The epitope is KLMNIQQKL. The TCR CDR3 sequence is CASRAGEHFYEQYF. Result: 0 (the TCR does not bind to the epitope). (10) The epitope is YIFFASFYY. The TCR CDR3 sequence is CSARSRGREGPITDTQYF. Result: 0 (the TCR does not bind to the epitope).